This data is from Peptide-MHC class I binding affinity with 185,985 pairs from IEDB/IMGT. The task is: Regression. Given a peptide amino acid sequence and an MHC pseudo amino acid sequence, predict their binding affinity value. This is MHC class I binding data. (1) The peptide sequence is ANKQYIHCFR. The MHC is HLA-A31:01 with pseudo-sequence HLA-A31:01. The binding affinity (normalized) is 0.764. (2) The peptide sequence is FTFKVNSVK. The MHC is HLA-A03:01 with pseudo-sequence HLA-A03:01. The binding affinity (normalized) is 0.535. (3) The peptide sequence is LRYEGGAAL. The MHC is HLA-A23:01 with pseudo-sequence HLA-A23:01. The binding affinity (normalized) is 0. (4) The peptide sequence is EAPPTNPYN. The MHC is Mamu-A01 with pseudo-sequence Mamu-A01. The binding affinity (normalized) is 0.149.